From a dataset of PAMPA (Parallel Artificial Membrane Permeability Assay) permeability data from NCATS. Regression/Classification. Given a drug SMILES string, predict its absorption, distribution, metabolism, or excretion properties. Task type varies by dataset: regression for continuous measurements (e.g., permeability, clearance, half-life) or binary classification for categorical outcomes (e.g., BBB penetration, CYP inhibition). Dataset: pampa_ncats. The drug is CC1=CC(=CC=C1)NCC2=C3C=CC=NC3=C(C=C2)O. The result is 0 (low-to-moderate permeability).